This data is from NCI-60 drug combinations with 297,098 pairs across 59 cell lines. The task is: Regression. Given two drug SMILES strings and cell line genomic features, predict the synergy score measuring deviation from expected non-interaction effect. Drug 1: C1CCC(C1)C(CC#N)N2C=C(C=N2)C3=C4C=CNC4=NC=N3. Drug 2: C1=NC(=NC(=O)N1C2C(C(C(O2)CO)O)O)N. Cell line: HT29. Synergy scores: CSS=4.62, Synergy_ZIP=1.02, Synergy_Bliss=5.60, Synergy_Loewe=-5.13, Synergy_HSA=0.601.